This data is from Peptide-MHC class II binding affinity with 134,281 pairs from IEDB. The task is: Regression. Given a peptide amino acid sequence and an MHC pseudo amino acid sequence, predict their binding affinity value. This is MHC class II binding data. (1) The peptide sequence is SWEYWGAQLNAMKPD. The MHC is DRB1_0701 with pseudo-sequence DRB1_0701. The binding affinity (normalized) is 0.276. (2) The peptide sequence is LLIDVVTYLVALIPE. The MHC is HLA-DPA10201-DPB11401 with pseudo-sequence HLA-DPA10201-DPB11401. The binding affinity (normalized) is 0.163.